From a dataset of Full USPTO retrosynthesis dataset with 1.9M reactions from patents (1976-2016). Predict the reactants needed to synthesize the given product. (1) Given the product [CH3:20][O:19][C:16]1[CH:15]=[CH:14][C:13]([C:12]([NH:11][CH2:10][C:9](=[O:8])[CH3:22])=[O:21])=[CH:18][CH:17]=1, predict the reactants needed to synthesize it. The reactants are: CCN(CC)CC.[OH:8][CH:9]([CH3:22])[CH2:10][NH:11][C:12](=[O:21])[C:13]1[CH:18]=[CH:17][C:16]([O:19][CH3:20])=[CH:15][CH:14]=1. (2) Given the product [CH3:12][CH:8]1[CH2:7][C:6]2[C:10](=[C:2]([C:18]3[CH:19]=[CH:20][C:15]([C:14]([F:25])([F:24])[F:13])=[CH:16][CH:17]=3)[CH:3]=[CH:4][CH:5]=2)[C:9]1=[O:11], predict the reactants needed to synthesize it. The reactants are: Cl[C:2]1[CH:3]=[CH:4][CH:5]=[C:6]2[C:10]=1[C:9](=[O:11])[CH:8]([CH3:12])[CH2:7]2.[F:13][C:14]([F:25])([F:24])[C:15]1[CH:20]=[CH:19][C:18](B(O)O)=[CH:17][CH:16]=1.C(=O)([O-])[O-].[Na+].[Na+].O. (3) Given the product [C:1]([O:5][C:6]([N:8]1[CH2:13][CH2:12][CH:11]([C:14]2[CH:19]=[CH:18][C:17]([O:20][CH2:30][C:27]3[CH:28]=[CH:29][C:24]([Cl:23])=[C:25]([C:32]([F:35])([F:33])[F:34])[CH:26]=3)=[CH:16][CH:15]=2)[CH2:10][CH2:9]1)=[O:7])([CH3:4])([CH3:2])[CH3:3], predict the reactants needed to synthesize it. The reactants are: [C:1]([O:5][C:6]([N:8]1[CH2:13][CH2:12][CH:11]([C:14]2[CH:19]=[CH:18][C:17]([OH:20])=[CH:16][CH:15]=2)[CH2:10][CH2:9]1)=[O:7])([CH3:4])([CH3:3])[CH3:2].[H-].[Na+].[Cl:23][C:24]1[CH:29]=[CH:28][C:27]([CH2:30]Cl)=[CH:26][C:25]=1[C:32]([F:35])([F:34])[F:33].CCOC(C)=O.CCCCCC. (4) Given the product [F:12][C:5]1[CH:6]=[C:7]([O:10][CH3:11])[CH:8]=[CH:9][C:4]=1[C:2]([OH:3])([CH3:13])[CH3:1], predict the reactants needed to synthesize it. The reactants are: [CH3:1][C:2]([C:4]1[CH:9]=[CH:8][C:7]([O:10][CH3:11])=[CH:6][C:5]=1[F:12])=[O:3].[CH3:13][Mg+].[Br-]. (5) Given the product [CH3:53][C:54]([CH3:58])([CH3:57])[CH2:55][NH:56][C:43]([C:42]1[CH:47]=[CH:48][CH:49]=[C:40]([C:9]2[C:10]3[C:15](=[CH:14][CH:13]=[C:12]([C:16]4[N:20]=[CH:19][N:18]([C:21]([C:28]5[CH:29]=[CH:30][CH:31]=[CH:32][CH:33]=5)([C:34]5[CH:39]=[CH:38][CH:37]=[CH:36][CH:35]=5)[C:22]5[CH:27]=[CH:26][CH:25]=[CH:24][CH:23]=5)[N:17]=4)[CH:11]=3)[N:7]([CH:2]3[CH2:3][CH2:4][CH2:5][CH2:6][O:1]3)[N:8]=2)[CH:41]=1)=[O:44], predict the reactants needed to synthesize it. The reactants are: [O:1]1[CH2:6][CH2:5][CH2:4][CH2:3][CH:2]1[N:7]1[C:15]2[C:10](=[CH:11][C:12]([C:16]3[N:20]=[CH:19][N:18]([C:21]([C:34]4[CH:39]=[CH:38][CH:37]=[CH:36][CH:35]=4)([C:28]4[CH:33]=[CH:32][CH:31]=[CH:30][CH:29]=4)[C:22]4[CH:27]=[CH:26][CH:25]=[CH:24][CH:23]=4)[N:17]=3)=[CH:13][CH:14]=2)[C:9]([C:40]2[CH:41]=[C:42]([CH:47]=[CH:48][CH:49]=2)[C:43](OC)=[O:44])=[N:8]1.O.[OH-].[Li+].[CH3:53][C:54]([CH3:58])([CH3:57])[CH2:55][NH2:56].O.ON1C2C=CC=CC=2N=N1.Cl.CN(C)CCCN=C=NCC. (6) Given the product [F:4][C:5]1[CH:6]=[C:7]([C:11]2[N:16]=[CH:15][C:14]([C:17]([NH:19][C@@H:20]3[CH2:25][CH2:24][CH2:23][C@:22]([CH3:31])([C:26]([OH:28])=[O:27])[CH2:21]3)=[O:18])=[CH:13][CH:12]=2)[CH:8]=[CH:9][CH:10]=1, predict the reactants needed to synthesize it. The reactants are: O.[OH-].[Li+].[F:4][C:5]1[CH:6]=[C:7]([C:11]2[N:16]=[CH:15][C:14]([C:17]([NH:19][CH:20]3[CH2:25][CH2:24][CH2:23][C:22]([CH3:31])([C:26]([O:28]CC)=[O:27])[CH2:21]3)=[O:18])=[CH:13][CH:12]=2)[CH:8]=[CH:9][CH:10]=1. (7) Given the product [N+:33]([C:29]1[CH:30]=[C:31]2[C:26](=[CH:27][CH:28]=1)[NH:25][CH:24]=[CH:32]2)([O-:35])=[O:34], predict the reactants needed to synthesize it. The reactants are: CC1C=CC(S(OC[C@@H]2COC(C)(C)O2)(=O)=O)=CC=1.C([C:24]1[NH:25][C:26]2[C:31]([CH:32]=1)=[CH:30][C:29]([N+:33]([O-:35])=[O:34])=[CH:28][CH:27]=2)(C)(C)C.C([O-])([O-])=O.[Cs+].[Cs+].